This data is from Forward reaction prediction with 1.9M reactions from USPTO patents (1976-2016). The task is: Predict the product of the given reaction. (1) Given the reactants C([C:3]1[CH:25]=[CH:24][C:6]([C:7]([NH:9][C:10]2[CH:15]=[CH:14][CH:13]=[CH:12][C:11]=2[NH:16][C:17](=[O:23])[O:18][C:19]([CH3:22])([CH3:21])[CH3:20])=[O:8])=[CH:5][CH:4]=1)=O.COC1C=C(OC)C=CC=1[CH2:30][NH2:31].[CH3:38][O:39][C:40]1[CH:45]=[CH:44][C:43]([N+:46]#[C-:47])=[CH:42][CH:41]=1.[C:48]([OH:56])(=O)[C:49]1[CH:54]=[CH:53][CH:52]=[CH:51][CH:50]=1.C([OH:62])C(F)(F)F, predict the reaction product. The product is: [C:48]([NH:31][CH:30]([C:3]1[CH:4]=[CH:5][C:6]([C:7]([NH:9][C:10]2[CH:15]=[CH:14][CH:13]=[CH:12][C:11]=2[NH:16][C:17](=[O:23])[O:18][C:19]([CH3:20])([CH3:21])[CH3:22])=[O:8])=[CH:24][CH:25]=1)[C:47]([NH:46][C:43]1[CH:44]=[CH:45][C:40]([O:39][CH3:38])=[CH:41][CH:42]=1)=[O:62])(=[O:56])[C:49]1[CH:54]=[CH:53][CH:52]=[CH:51][CH:50]=1. (2) Given the reactants CS(C1C=CC2C3N=CC(C4N(C)N=NC=4C)=CC=3N([C@@H:14]([CH:21]3[CH2:26][CH2:25][O:24][CH2:23][CH2:22]3)[C:15]3[CH:20]=[CH:19][CH:18]=[CH:17][CH:16]=3)C=2C=1)(=O)=O.[Br:38][C:39]1[CH:51]=[N:50][C:49]2[C:48]3[C:47]([O:52][CH3:53])=[CH:46][CH:45]=[C:44]([S:54]([CH3:57])(=[O:56])=[O:55])[C:43]=3[NH:42][C:41]=2[CH:40]=1, predict the reaction product. The product is: [Br:38][C:39]1[CH:51]=[N:50][C:49]2[C:48]3[C:47]([O:52][CH3:53])=[CH:46][CH:45]=[C:44]([S:54]([CH3:57])(=[O:56])=[O:55])[C:43]=3[N:42]([C@@H:14]([CH:21]3[CH2:26][CH2:25][O:24][CH2:23][CH2:22]3)[C:15]3[CH:20]=[CH:19][CH:18]=[CH:17][CH:16]=3)[C:41]=2[CH:40]=1. (3) Given the reactants [OH:1][C:2]1[CH:3]=[C:4]([CH:33]=[CH:34][CH:35]=1)[O:5][C:6]1[CH:32]=[CH:31][C:9]([CH2:10][N:11]([CH2:22][C:23]2[CH:30]=[CH:29][C:26]([C:27]#[N:28])=[CH:25][CH:24]=2)[C:12]2[CH:17]=[CH:16][CH:15]=[C:14]([N+:18]([O-:20])=[O:19])[C:13]=2[CH3:21])=[CH:8][CH:7]=1.CS(O[CH2:41][CH2:42][C:43]1[S:44][CH:45]=[CH:46][CH:47]=1)(=O)=O.C(=O)([O-])[O-].[Cs+].[Cs+], predict the reaction product. The product is: [CH3:21][C:13]1[C:14]([N+:18]([O-:20])=[O:19])=[CH:15][CH:16]=[CH:17][C:12]=1[N:11]([CH2:22][C:23]1[CH:30]=[CH:29][C:26]([C:27]#[N:28])=[CH:25][CH:24]=1)[CH2:10][C:9]1[CH:8]=[CH:7][C:6]([O:5][C:4]2[CH:33]=[CH:34][CH:35]=[C:2]([O:1][CH2:41][CH2:42][C:43]3[S:44][CH:45]=[CH:46][CH:47]=3)[CH:3]=2)=[CH:32][CH:31]=1. (4) The product is: [NH2:35][C:34]([C:32]1[CH:31]=[CH:30][CH:29]=[C:28]([CH3:27])[N:33]=1)=[N:36][NH:37][C:12]([CH:10]1[CH2:9][N:8]([C:6]([O:5][C:1]([CH3:2])([CH3:3])[CH3:4])=[O:7])[CH2:11]1)=[O:14]. Given the reactants [C:1]([O:5][C:6]([N:8]1[CH2:11][CH:10]([C:12]([OH:14])=O)[CH2:9]1)=[O:7])([CH3:4])([CH3:3])[CH3:2].C(C1NC=CN=1)(C1NC=CN=1)=O.[CH3:27][C:28]1[N:33]=[C:32]([C:34](=[N:36][NH2:37])[NH2:35])[CH:31]=[CH:30][CH:29]=1, predict the reaction product.